This data is from Catalyst prediction with 721,799 reactions and 888 catalyst types from USPTO. The task is: Predict which catalyst facilitates the given reaction. (1) Reactant: [Cl:1][C:2]1[CH:3]=[CH:4][C:5]([OH:25])=[C:6]([C:8]2[CH:9]=[CH:10][C:11]3[O:15][N:14]=[C:13]([NH:16]C(=O)OC(C)(C)C)[C:12]=3[CH:24]=2)[CH:7]=1.FC(F)(F)C(O)=O. Product: [NH2:16][C:13]1[C:12]2[CH:24]=[C:8]([C:6]3[CH:7]=[C:2]([Cl:1])[CH:3]=[CH:4][C:5]=3[OH:25])[CH:9]=[CH:10][C:11]=2[O:15][N:14]=1. The catalyst class is: 4. (2) Reactant: NCCNC1N=CC=CC=1.ClC1C=C(Cl)C=CC=1C1C(C2NC=CN=2)=CN=C([NH:30][CH2:31][CH2:32][NH:33][C:34]2[CH:39]=[CH:38][C:37]([N+:40]([O-:42])=[O:41])=[CH:36][N:35]=2)N=1. Product: [NH2:30][CH2:31][CH2:32][NH:33][C:34]1[CH:39]=[CH:38][C:37]([N+:40]([O-:42])=[O:41])=[CH:36][N:35]=1. The catalyst class is: 17. (3) Product: [Cl:1][C:2]1[CH:3]=[C:4]([C:8]2[C:14]3[CH:15]=[CH:16][CH:17]=[CH:18][C:13]=3[NH:12][C:11](=[S:29])[CH2:10][CH:9]=2)[CH:5]=[CH:6][CH:7]=1. The catalyst class is: 7. Reactant: [Cl:1][C:2]1[CH:3]=[C:4]([C:8]2[C:14]3[CH:15]=[CH:16][CH:17]=[CH:18][C:13]=3[NH:12][C:11](=O)[CH2:10][CH:9]=2)[CH:5]=[CH:6][CH:7]=1.COC1C=CC(P2(=S)SP(=S)(C3C=CC(OC)=CC=3)[S:29]2)=CC=1. (4) Reactant: [N:1]1[C:10]2[C:5](=[CH:6][C:7]([C:11]3([C:14]4[N:18]5[N:19]=[C:20]([C:23]6[CH:31]=[CH:30][C:26]([C:27](O)=[O:28])=[CH:25][CH:24]=6)[CH:21]=[N:22][C:17]5=[N:16][N:15]=4)[CH2:13][CH2:12]3)=[CH:8][CH:9]=2)[CH:4]=[CH:3][CH:2]=1.Cl.[NH2:33][C@@H:34]([C:42]([CH3:45])([CH3:44])[CH3:43])[C:35]([O:37][C:38]([CH3:41])([CH3:40])[CH3:39])=[O:36].F[P-](F)(F)(F)(F)F.N1(O[P+](N(C)C)(N(C)C)N(C)C)C2C=CC=CC=2N=N1.C(N(CC)C(C)C)(C)C. Product: [CH3:43][C:42]([CH3:45])([CH3:44])[C@H:34]([NH:33][C:27](=[O:28])[C:26]1[CH:25]=[CH:24][C:23]([C:20]2[CH:21]=[N:22][C:17]3[N:18]([C:14]([C:11]4([C:7]5[CH:6]=[C:5]6[C:10](=[CH:9][CH:8]=5)[N:1]=[CH:2][CH:3]=[CH:4]6)[CH2:13][CH2:12]4)=[N:15][N:16]=3)[N:19]=2)=[CH:31][CH:30]=1)[C:35]([O:37][C:38]([CH3:39])([CH3:41])[CH3:40])=[O:36]. The catalyst class is: 2. (5) Reactant: [CH2:1]([CH:8]1[N:13]([C:14]2[CH:19]=[CH:18][CH:17]=[C:16]([N+:20]([O-])=O)[N:15]=2)[CH2:12][CH2:11][N:10]([C:23]2[CH:31]=[C:30]3[C:26]([C:27]([CH2:36][CH3:37])=[N:28][N:29]3[CH:32]3[CH2:35][CH2:34][CH2:33]3)=[CH:25][CH:24]=2)[CH2:9]1)[C:2]1[CH:7]=[CH:6][CH:5]=[CH:4][CH:3]=1.S(S([O-])=O)([O-])=O.[Na+].[Na+]. Product: [CH2:1]([C@H:8]1[CH2:9][N:10]([C:23]2[CH:31]=[C:30]3[C:26]([C:27]([CH2:36][CH3:37])=[N:28][N:29]3[CH:32]3[CH2:35][CH2:34][CH2:33]3)=[CH:25][CH:24]=2)[CH2:11][CH2:12][N:13]1[C:14]1[N:15]=[C:16]([NH2:20])[CH:17]=[CH:18][CH:19]=1)[C:2]1[CH:7]=[CH:6][CH:5]=[CH:4][CH:3]=1. The catalyst class is: 20. (6) Reactant: Cl[C:2]1[C:7]([C:8]([O:10][CH2:11][CH3:12])=[O:9])=[CH:6][N:5]=[C:4]([S:13][CH3:14])[N:3]=1.CCN(C(C)C)C(C)C.[CH3:24][N:25]1[CH:29]=[CH:28][C:27]([NH2:30])=[N:26]1. Product: [CH3:24][N:25]1[CH:29]=[CH:28][C:27]([NH:30][C:2]2[C:7]([C:8]([O:10][CH2:11][CH3:12])=[O:9])=[CH:6][N:5]=[C:4]([S:13][CH3:14])[N:3]=2)=[N:26]1. The catalyst class is: 1. (7) Reactant: [Al+3].[Cl-].[Cl-].[Cl-].[CH2:5]([O:7][C:8]([N:10]1[CH2:16][C:15](=O)[C:14]2[CH:18]=[CH:19][S:20][C:13]=2[CH2:12][CH2:11]1)=[O:9])[CH3:6]. Product: [CH2:5]([O:7][C:8]([N:10]1[CH2:16][CH2:15][C:14]2[CH:18]=[CH:19][S:20][C:13]=2[CH2:12][CH2:11]1)=[O:9])[CH3:6]. The catalyst class is: 2. (8) Reactant: [Br:1][C:2]1[CH:8]=[CH:7][C:5]([NH2:6])=[CH:4][C:3]=1[F:9].C([O-])(O)=O.[Na+].[CH3:15][C:16]([O:19][C:20](O[C:20]([O:19][C:16]([CH3:18])([CH3:17])[CH3:15])=[O:21])=[O:21])([CH3:18])[CH3:17]. Product: [Br:1][C:2]1[CH:8]=[CH:7][C:5]([NH:6][C:20](=[O:21])[O:19][C:16]([CH3:18])([CH3:17])[CH3:15])=[CH:4][C:3]=1[F:9]. The catalyst class is: 38.